Dataset: Reaction yield outcomes from USPTO patents with 853,638 reactions. Task: Predict the reaction yield, written as a fraction of the theoretical maximum amount of product (1.0 means a 100% yield; for example, 0.34 means a 34% yield). The reactants are [F:1][C:2]1[CH:7]=[CH:6][C:5]([N:8]2[CH2:13][CH2:12][NH:11][CH2:10][CH2:9]2)=[CH:4][CH:3]=1.C(N(CC)CC)C.Cl[C:22]([O:24][C:25]1[CH:30]=[CH:29][C:28]([N+:31]([O-:33])=[O:32])=[CH:27][CH:26]=1)=[O:23]. The catalyst is C1COCC1. The product is [N+:31]([C:28]1[CH:27]=[CH:26][C:25]([O:24][C:22]([N:11]2[CH2:12][CH2:13][N:8]([C:5]3[CH:4]=[CH:3][C:2]([F:1])=[CH:7][CH:6]=3)[CH2:9][CH2:10]2)=[O:23])=[CH:30][CH:29]=1)([O-:33])=[O:32]. The yield is 0.670.